Predict the reactants needed to synthesize the given product. From a dataset of Full USPTO retrosynthesis dataset with 1.9M reactions from patents (1976-2016). (1) Given the product [CH2:1]([C@@H:3]1[CH2:8][O:7][CH2:6][CH2:5][N:4]1[C:9]1[N:14]=[C:13]([NH:15][CH3:16])[N:12]=[C:11]([C:17]2[CH:24]=[C:23]3[C:20]([C:21]([NH2:22])=[N:26][NH:27]3)=[CH:19][CH:18]=2)[CH:10]=1)[CH3:2], predict the reactants needed to synthesize it. The reactants are: [CH2:1]([C@@H:3]1[CH2:8][O:7][CH2:6][CH2:5][N:4]1[C:9]1[N:14]=[C:13]([NH:15][CH3:16])[N:12]=[C:11]([C:17]2[CH:24]=[CH:23][C:20]([C:21]#[N:22])=[C:19](F)[CH:18]=2)[CH:10]=1)[CH3:2].[NH2:26][NH2:27]. (2) Given the product [Cl:1][C:2]1[CH:3]=[CH:4][CH:5]=[C:6]2[C:10]=1[NH:9][C:8](=[O:11])[C:7]2([OH:12])[CH2:16][N+:13]([O-:15])=[O:14], predict the reactants needed to synthesize it. The reactants are: [Cl:1][C:2]1[CH:3]=[CH:4][CH:5]=[C:6]2[C:10]=1[NH:9][C:8](=[O:11])[C:7]2=[O:12].[N+:13]([CH3:16])([O-:15])=[O:14]. (3) Given the product [Cl:11][C:12]1[C:21]2[N:22]=[CH:1][N:23]([CH2:24][C:25]3[O:29][N:28]=[C:27]([C:30]4[CH:31]=[CH:32][C:33]([F:36])=[CH:34][CH:35]=4)[CH:26]=3)[C:20]=2[C:19]2[CH:18]=[CH:17][CH:16]=[CH:15][C:14]=2[N:13]=1, predict the reactants needed to synthesize it. The reactants are: [CH:1](OCC)(OCC)OCC.[Cl:11][C:12]1[C:21]([NH2:22])=[C:20]([NH:23][CH2:24][C:25]2[O:29][N:28]=[C:27]([C:30]3[CH:35]=[CH:34][C:33]([F:36])=[CH:32][CH:31]=3)[CH:26]=2)[C:19]2[C:14](=[CH:15][CH:16]=[CH:17][CH:18]=2)[N:13]=1. (4) Given the product [Br:1][C:2]1[CH:3]=[C:4]2[C:10]([CH3:11])=[CH:9][N:8]([S:21]([C:18]3[CH:19]=[CH:20][CH:15]=[CH:16][CH:17]=3)(=[O:23])=[O:22])[C:5]2=[N:6][CH:7]=1, predict the reactants needed to synthesize it. The reactants are: [Br:1][C:2]1[CH:3]=[C:4]2[C:10]([CH3:11])=[CH:9][NH:8][C:5]2=[N:6][CH:7]=1.[H-].[Na+].Br[C:15]1[CH:20]=[CH:19][C:18]([S:21](Cl)(=[O:23])=[O:22])=[CH:17][CH:16]=1.[Na+].[Cl-].